The task is: Predict the product of the given reaction.. This data is from Forward reaction prediction with 1.9M reactions from USPTO patents (1976-2016). (1) Given the reactants [Br:1][C:2]1[CH:3]=[C:4]([CH:9]2[C:14]([C:15]([O:17]C)=[O:16])=[C:13]([CH2:19]Br)[NH:12][C:11]3[CH2:21][O:22][CH2:23][C:24](=[O:25])[C:10]2=3)[CH:5]=[CH:6][C:7]=1[F:8], predict the reaction product. The product is: [Br:1][C:2]1[CH:3]=[C:4]([CH:9]2[C:10]3[C:24](=[O:25])[CH2:23][O:22][CH2:21][C:11]=3[NH:12][C:13]3[CH2:19][O:16][C:15](=[O:17])[C:14]2=3)[CH:5]=[CH:6][C:7]=1[F:8]. (2) Given the reactants [Cl:1][C:2]1[C:3]2[CH:45]=[CH:44][CH:43]=[CH:42][C:4]=2[S:5][C:6]=1[C:7]([N:9]([CH2:25][C:26]1[CH:27]=[C:28]([C:34]2[CH:39]=[CH:38][C:37]([CH2:40]O)=[CH:36][CH:35]=2)[CH:29]=[CH:30][C:31]=1[O:32][CH3:33])[CH:10]1[CH2:15][CH2:14][CH:13]([N:16](C)[C:17](=O)OC(C)(C)C)[CH2:12][CH2:11]1)=[O:8].[ClH:46], predict the reaction product. The product is: [ClH:1].[Cl:46][CH2:40][C:37]1[CH:36]=[CH:35][C:34]([C:28]2[CH:29]=[CH:30][C:31]([O:32][CH3:33])=[C:26]([CH2:25][N:9]([CH:10]3[CH2:11][CH2:12][CH:13]([NH:16][CH3:17])[CH2:14][CH2:15]3)[C:7]([C:6]3[S:5][C:4]4[CH:42]=[CH:43][CH:44]=[CH:45][C:3]=4[C:2]=3[Cl:1])=[O:8])[CH:27]=2)=[CH:39][CH:38]=1. (3) Given the reactants [C:1]([CH:4]1[CH2:9][CH2:8][CH2:7][N:6]([C:10]([NH:12][C:13]2[CH:14]=[CH:15][C:16]3[N:17]([CH:27]([CH3:29])[CH3:28])[C:18]4[C:23]([C:24]=3[C:25]=2[CH3:26])=[CH:22][CH:21]=[CH:20][CH:19]=4)=[O:11])[CH2:5]1)(O)=[O:2].[CH2:30]([N:32](CC)CC)C.C(OC(Cl)=O)C.CN, predict the reaction product. The product is: [CH3:30][NH:32][C:1]([CH:4]1[CH2:9][CH2:8][CH2:7][N:6]([C:10]([NH:12][C:13]2[CH:14]=[CH:15][C:16]3[N:17]([CH:27]([CH3:28])[CH3:29])[C:18]4[C:23]([C:24]=3[C:25]=2[CH3:26])=[CH:22][CH:21]=[CH:20][CH:19]=4)=[O:11])[CH2:5]1)=[O:2].